Dataset: Forward reaction prediction with 1.9M reactions from USPTO patents (1976-2016). Task: Predict the product of the given reaction. (1) Given the reactants Br[C:2]1[C:3]([C:16]2[CH:21]=[CH:20][CH:19]=[CH:18][CH:17]=2)=[N:4][C:5]2[C:10]([N:11]=1)=[CH:9][C:8]([C:12]([O:14][CH3:15])=[O:13])=[CH:7][CH:6]=2.[CH:22]1([NH2:28])[CH2:27][CH2:26][CH2:25][CH2:24][CH2:23]1.C(=O)([O-])[O-].[K+].[K+], predict the reaction product. The product is: [CH:22]1([NH:28][C:2]2[C:3]([C:16]3[CH:21]=[CH:20][CH:19]=[CH:18][CH:17]=3)=[N:4][C:5]3[C:10]([N:11]=2)=[CH:9][C:8]([C:12]([O:14][CH3:15])=[O:13])=[CH:7][CH:6]=3)[CH2:27][CH2:26][CH2:25][CH2:24][CH2:23]1. (2) Given the reactants [F:1][C:2]1[C:10]([F:11])=[CH:9][CH:8]=[CH:7][C:3]=1[C:4](Cl)=[O:5].[C:12]1([CH:18]([NH:21][C:22]([C:24]2[CH:25]=[C:26]3[C:30](=[CH:31][CH:32]=2)[NH:29][CH:28]=[CH:27]3)=[O:23])[CH2:19][CH3:20])[CH:17]=[CH:16][CH:15]=[CH:14][CH:13]=1, predict the reaction product. The product is: [F:1][C:2]1[C:10]([F:11])=[CH:9][CH:8]=[CH:7][C:3]=1[C:4]([N:29]1[C:30]2[C:26](=[CH:25][C:24]([C:22]([NH:21][CH:18]([C:12]3[CH:13]=[CH:14][CH:15]=[CH:16][CH:17]=3)[CH2:19][CH3:20])=[O:23])=[CH:32][CH:31]=2)[CH:27]=[CH:28]1)=[O:5]. (3) Given the reactants [C:1]([O-:5])(=O)[CH:2]=[CH2:3].[NH2:6][CH2:7][CH2:8][N:9]([CH2:13][CH2:14][NH2:15])[CH2:10][CH2:11][NH2:12].Cl, predict the reaction product. The product is: [CH2:7]([NH2:6])[CH2:8][N:9]([CH2:13][CH2:14][NH2:15])[CH2:10][CH2:11][NH2:12].[C:1]([NH2:6])(=[O:5])[CH:2]=[CH2:3]. (4) The product is: [CH2:1]([C:5]1[CH:10]=[CH:9][C:8]([C:11]2[O:15][N:14]=[C:13]3[C:16]4[C:21]([CH2:22][CH2:23][C:12]=23)=[CH:20][C:19]([CH2:24][N:30]2[CH2:33][CH:32]([C:34]([OH:36])=[O:35])[CH2:31]2)=[CH:18][CH:17]=4)=[CH:7][C:6]=1[C:26]([F:29])([F:28])[F:27])[CH:2]([CH3:4])[CH3:3].[C:41]([OH:35])([C:26]([F:29])([F:28])[F:27])=[O:42]. Given the reactants [CH2:1]([C:5]1[CH:10]=[CH:9][C:8]([C:11]2[O:15][N:14]=[C:13]3[C:16]4[C:21]([CH2:22][CH2:23][C:12]=23)=[CH:20][C:19]([CH:24]=O)=[CH:18][CH:17]=4)=[CH:7][C:6]=1[C:26]([F:29])([F:28])[F:27])[CH:2]([CH3:4])[CH3:3].[NH:30]1[CH2:33][CH:32]([C:34]([OH:36])=[O:35])[CH2:31]1.C([BH3-])#N.[Na+].[CH3:41][OH:42], predict the reaction product. (5) The product is: [Cl:1][C:2]1[CH:15]=[CH:14][C:5]2[N:6]([CH2:10][C:11]([N:27]3[CH2:28][CH2:29][C:24]([C:21]4[CH:22]=[CH:23][C:18]([Cl:17])=[C:19]([O:31][CH3:32])[CH:20]=4)([OH:30])[CH2:25][CH2:26]3)=[O:13])[C:7](=[O:9])[O:8][C:4]=2[CH:3]=1. Given the reactants [Cl:1][C:2]1[CH:15]=[CH:14][C:5]2[N:6]([CH2:10][C:11]([OH:13])=O)[C:7](=[O:9])[O:8][C:4]=2[CH:3]=1.Cl.[Cl:17][C:18]1[CH:23]=[CH:22][C:21]([C:24]2([OH:30])[CH2:29][CH2:28][NH:27][CH2:26][CH2:25]2)=[CH:20][C:19]=1[O:31][CH3:32].F[P-](F)(F)(F)(F)F.N1(O[P+](N(C)C)(N(C)C)N(C)C)C2C=CC=CC=2N=N1.C(N(CC)CC)C, predict the reaction product. (6) Given the reactants [F:1][C:2]([F:11])([F:10])[C:3]1[CH:4]=[C:5]([CH:7]=[CH:8][CH:9]=1)[NH2:6].Cl[C:13]1[CH:18]=[C:17]([C:19]2[CH:24]=[C:23]([N:25]3[CH2:30][CH2:29][CH2:28][CH2:27][CH2:26]3)[CH:22]=[CH:21][C:20]=2[N+:31]([O-:33])=[O:32])[N:16]=[CH:15][N:14]=1, predict the reaction product. The product is: [N+:31]([C:20]1[CH:21]=[CH:22][C:23]([N:25]2[CH2:30][CH2:29][CH2:28][CH2:27][CH2:26]2)=[CH:24][C:19]=1[C:17]1[N:16]=[CH:15][N:14]=[C:13]([NH:6][C:5]2[CH:7]=[CH:8][CH:9]=[C:3]([C:2]([F:10])([F:11])[F:1])[CH:4]=2)[CH:18]=1)([O-:33])=[O:32]. (7) Given the reactants C([O:3][C:4]([C:6]1([CH2:20][CH:21]=[CH2:22])[C:10]2[NH:11][C:12]3[C:13]([Cl:19])=[CH:14][CH:15]=[C:16]([Cl:18])[C:17]=3[C:9]=2[CH2:8][CH2:7]1)=[O:5])C.[OH-].[Li+], predict the reaction product. The product is: [CH2:20]([C:6]1([C:4]([OH:5])=[O:3])[C:10]2[NH:11][C:12]3[C:13]([Cl:19])=[CH:14][CH:15]=[C:16]([Cl:18])[C:17]=3[C:9]=2[CH2:8][CH2:7]1)[CH:21]=[CH2:22].